From a dataset of Full USPTO retrosynthesis dataset with 1.9M reactions from patents (1976-2016). Predict the reactants needed to synthesize the given product. The reactants are: [Na].[CH2:2]([OH:5])[CH:3]=[CH2:4].Br[C:7]1[C:16]2[C:11](=[CH:12][CH:13]=[C:14]([O:17][CH3:18])[CH:15]=2)[N:10]=[CH:9][CH:8]=1.ClCCl. Given the product [CH2:2]([O:5][C:7]1[C:16]2[C:11](=[CH:12][CH:13]=[C:14]([O:17][CH3:18])[CH:15]=2)[N:10]=[CH:9][CH:8]=1)[CH:3]=[CH2:4], predict the reactants needed to synthesize it.